Task: Predict the reactants needed to synthesize the given product.. Dataset: Full USPTO retrosynthesis dataset with 1.9M reactions from patents (1976-2016) (1) Given the product [CH2:1]([C:5]1[N:6]=[C:7]([CH3:27])[N:8]([CH2:66][CH2:65][N:59]2[CH2:64][CH2:63][O:62][CH2:61][CH2:60]2)[C:9](=[O:26])[C:10]=1[CH2:11][C:12]1[CH:17]=[CH:16][C:15]([C:18]2[C:19]([C:24]#[N:25])=[CH:20][CH:21]=[CH:22][CH:23]=2)=[CH:14][CH:13]=1)[CH2:2][CH2:3][CH3:4], predict the reactants needed to synthesize it. The reactants are: [CH2:1]([C:5]1[N:6]=[C:7]([CH3:27])[NH:8][C:9](=[O:26])[C:10]=1[CH2:11][C:12]1[CH:17]=[CH:16][C:15]([C:18]2[C:19]([C:24]#[N:25])=[CH:20][CH:21]=[CH:22][CH:23]=2)=[CH:14][CH:13]=1)[CH2:2][CH2:3][CH3:4].N(C(N1CCCCC1)=O)=NC(N1CCCCC1)=O.C(P(CCCC)CCCC)CCC.[N:59]1([CH2:65][CH2:66]O)[CH2:64][CH2:63][O:62][CH2:61][CH2:60]1. (2) Given the product [N:1]1[C:10]2[C:5](=[CH:6][C:7]([CH2:11][C:12]3[N:16]4[N:17]=[C:18](/[C:21](=[N:24]/[N:25]5[CH2:29][C:28](=[O:30])[NH:27][C:26]5=[O:31])/[CH3:22])[CH:19]=[CH:20][C:15]4=[N:14][N:13]=3)=[CH:8][CH:9]=2)[CH:4]=[CH:3][CH:2]=1, predict the reactants needed to synthesize it. The reactants are: [N:1]1[C:10]2[C:5](=[CH:6][C:7]([CH2:11][C:12]3[N:16]4[N:17]=[C:18]([C:21](=O)[CH3:22])[CH:19]=[CH:20][C:15]4=[N:14][N:13]=3)=[CH:8][CH:9]=2)[CH:4]=[CH:3][CH:2]=1.[NH2:24][N:25]1[CH2:29][C:28](=[O:30])[NH:27][C:26]1=[O:31]. (3) Given the product [CH2:26]([O:28][C:29]([C:31]1([C:34]2[CH:39]=[CH:38][C:37]([C:2]3[CH:7]=[CH:6][C:5]([C:8]4[O:12][N:11]=[C:10]([CH3:13])[C:9]=4[NH:14][CH:15]([CH3:25])[CH2:16][C:17]4[CH:22]=[CH:21][C:20]([O:23][CH3:24])=[CH:19][CH:18]=4)=[CH:4][CH:3]=3)=[CH:36][CH:35]=2)[CH2:32][CH2:33]1)=[O:30])[CH3:27], predict the reactants needed to synthesize it. The reactants are: Br[C:2]1[CH:7]=[CH:6][C:5]([C:8]2[O:12][N:11]=[C:10]([CH3:13])[C:9]=2[NH:14][CH:15]([CH3:25])[CH2:16][C:17]2[CH:22]=[CH:21][C:20]([O:23][CH3:24])=[CH:19][CH:18]=2)=[CH:4][CH:3]=1.[CH2:26]([O:28][C:29]([C:31]1([C:34]2[CH:39]=[CH:38][C:37](B3OC(C)(C)C(C)(C)O3)=[CH:36][CH:35]=2)[CH2:33][CH2:32]1)=[O:30])[CH3:27]. (4) Given the product [Cl:22][C:1]1[N:5]2[C:6]3[C:11]([NH:12][C:13](=[O:14])[C:4]2=[CH:3][CH:2]=1)=[CH:10][CH:9]=[CH:8][CH:7]=3, predict the reactants needed to synthesize it. The reactants are: [CH:1]1[N:5]2[C:6]3[C:11]([NH:12][C:13](=[O:14])[C:4]2=[CH:3][CH:2]=1)=[CH:10][CH:9]=[CH:8][CH:7]=3.C1C(=O)N([Cl:22])C(=O)C1. (5) Given the product [C:23]([O:21][C:10]1[C:11]2[C:16](=[CH:15][C:14]([O:19][CH3:20])=[CH:13][CH:12]=2)[CH2:17][CH2:18][C:9]=1[C:5]1[CH:6]=[CH:7][CH:8]=[C:3]([O:2][CH3:1])[CH:4]=1)(=[O:35])[CH3:33], predict the reactants needed to synthesize it. The reactants are: [CH3:1][O:2][C:3]1[CH:4]=[C:5]([CH:9]2[CH2:18][CH2:17][C:16]3[C:11](=[CH:12][CH:13]=[C:14]([O:19][CH3:20])[CH:15]=3)[C:10]2=[O:21])[CH:6]=[CH:7][CH:8]=1.O.[C:23]1([CH3:33])C=CC(S(O)(=O)=O)=CC=1.C([O-])(O)=[O:35].[Na+]. (6) Given the product [CH3:1][S:2]([C:5]1[CH:6]=[CH:7][C:8]([O:14][CH:15]([CH3:20])[C:16]([F:19])([F:18])[F:17])=[C:9]([C:10]([N:32]2[CH2:33][CH2:34][N:29]([C:26]3[S:27][CH:28]=[C:24]([CH2:23][C:22]([F:36])([F:21])[F:35])[N:25]=3)[CH2:30][CH2:31]2)=[O:12])[CH:13]=1)(=[O:3])=[O:4], predict the reactants needed to synthesize it. The reactants are: [CH3:1][S:2]([C:5]1[CH:6]=[CH:7][C:8]([O:14][CH:15]([CH3:20])[C:16]([F:19])([F:18])[F:17])=[C:9]([CH:13]=1)[C:10]([OH:12])=O)(=[O:4])=[O:3].[F:21][C:22]([F:36])([F:35])[CH2:23][C:24]1[N:25]=[C:26]([N:29]2[CH2:34][CH2:33][NH:32][CH2:31][CH2:30]2)[S:27][CH:28]=1. (7) Given the product [F:30][C:31]1[CH:36]=[C:35]([C:2]2[C:6]3[CH:7]=[N:8][CH:9]=[CH:10][C:5]=3[N:4]([C:11]([C:24]3[CH:29]=[CH:28][CH:27]=[CH:26][CH:25]=3)([C:18]3[CH:23]=[CH:22][CH:21]=[CH:20][CH:19]=3)[C:12]3[CH:17]=[CH:16][CH:15]=[CH:14][CH:13]=3)[N:3]=2)[CH:34]=[CH:33][CH:32]=1, predict the reactants needed to synthesize it. The reactants are: Br[C:2]1[C:6]2[CH:7]=[N:8][CH:9]=[CH:10][C:5]=2[N:4]([C:11]([C:24]2[CH:29]=[CH:28][CH:27]=[CH:26][CH:25]=2)([C:18]2[CH:23]=[CH:22][CH:21]=[CH:20][CH:19]=2)[C:12]2[CH:17]=[CH:16][CH:15]=[CH:14][CH:13]=2)[N:3]=1.[F:30][C:31]1[CH:32]=[C:33](B(O)O)[CH:34]=[CH:35][CH:36]=1.O.O.O.O.O.O.O.O.[OH-].[Ba+2].[OH-].C(COC)OC. (8) Given the product [CH2:19]([O:26][CH2:19][CH2:20][CH2:21][CH2:22][CH2:13][CH2:11][CH3:12])[CH2:20][CH2:21][CH2:22][CH2:23][CH2:24][CH3:25], predict the reactants needed to synthesize it. The reactants are: S(=O)(=O)(O)O.S([O-])(O)(=O)=O.[CH2:11]([C:13]1NC=C[N+]=1C)[CH3:12].[CH2:19]([OH:26])[CH2:20][CH2:21][CH2:22][CH2:23][CH2:24][CH3:25]. (9) Given the product [N+:90]([C:87]1[CH:86]=[CH:85][C:84]([CH2:83][C@H:75]([NH:74][C:21]([C:19]2[N:20]=[C:16]([C@@H:10]([CH2:9][C@H:8]([CH:24]([CH3:25])[CH3:26])[N:7]([CH2:27][CH2:28][CH3:29])[C:6](=[O:30])[C@H:5]([C@H:1]([CH2:3][CH3:4])[CH3:2])[NH:31][C:32]([C@H:34]3[CH2:39][CH2:38][CH2:37][CH2:36][N:35]3[CH3:40])=[O:33])[O:11][C:12](=[O:15])[NH:13][CH3:14])[S:17][CH:18]=2)=[O:22])[CH2:76][C:77]([CH3:81])([CH3:82])[C:78]([OH:80])=[O:79])=[CH:89][CH:88]=1)([O-:92])=[O:91], predict the reactants needed to synthesize it. The reactants are: [C@@H:1]([C@H:5]([NH:31][C:32]([C@H:34]1[CH2:39][CH2:38][CH2:37][CH2:36][N:35]1[CH3:40])=[O:33])[C:6](=[O:30])[N:7]([CH2:27][CH2:28][CH3:29])[C@@H:8]([CH:24]([CH3:26])[CH3:25])[CH2:9][C@H:10]([C:16]1[S:17][CH:18]=[C:19]([C:21](O)=[O:22])[N:20]=1)[O:11][C:12](=[O:15])[NH:13][CH3:14])([CH2:3][CH3:4])[CH3:2].F[P-](F)(F)(F)(F)F.C[N+](C)=C(N(C)C)ON1C2N=CC=CC=2N=N1.C(N(CC)C(C)C)(C)C.[NH2:74][C@@H:75]([CH2:83][C:84]1[CH:89]=[CH:88][C:87]([N+:90]([O-:92])=[O:91])=[CH:86][CH:85]=1)[CH2:76][C:77]([CH3:82])([CH3:81])[C:78]([OH:80])=[O:79]. (10) Given the product [CH2:1]([O:4][CH2:5][CH2:6][C:7]1[CH:21]=[CH:20][C:10]([CH2:11][C:12]2[CH:17]=[C:16]([C@@:31]3([O:61][CH3:62])[C@H:30]([O:29][CH2:22][C:23]4[CH:28]=[CH:27][CH:26]=[CH:25][CH:24]=4)[C@@H:35]([O:36][CH2:37][C:38]4[CH:43]=[CH:42][CH:41]=[CH:40][CH:39]=4)[C@H:34]([O:44][CH2:45][C:46]4[CH:47]=[CH:48][CH:49]=[CH:50][CH:51]=4)[C@@H:33]([CH2:52][O:53][CH2:54][C:55]4[CH:56]=[CH:57][CH:58]=[CH:59][CH:60]=4)[O:32]3)[CH:15]=[CH:14][C:13]=2[Cl:19])=[CH:9][CH:8]=1)[CH:2]=[CH2:3], predict the reactants needed to synthesize it. The reactants are: [CH2:1]([O:4][CH2:5][CH2:6][C:7]1[CH:21]=[CH:20][C:10]([CH2:11][C:12]2[CH:17]=[C:16](Br)[CH:15]=[CH:14][C:13]=2[Cl:19])=[CH:9][CH:8]=1)[CH:2]=[CH2:3].[CH2:22]([O:29][C@@H:30]1[C@@H:35]([O:36][CH2:37][C:38]2[CH:43]=[CH:42][CH:41]=[CH:40][CH:39]=2)[C@H:34]([O:44][CH2:45][C:46]2[CH:51]=[CH:50][CH:49]=[CH:48][CH:47]=2)[C@@H:33]([CH2:52][O:53][CH2:54][C:55]2[CH:60]=[CH:59][CH:58]=[CH:57][CH:56]=2)[O:32][C:31]1=[O:61])[C:23]1[CH:28]=[CH:27][CH:26]=[CH:25][CH:24]=1.[CH2:62]([Li])CCC.CS(O)(=O)=O.C(=O)(O)[O-].[Na+].